Predict the product of the given reaction. From a dataset of Forward reaction prediction with 1.9M reactions from USPTO patents (1976-2016). (1) The product is: [C:1]([C:5]1[O:9][N:8]=[C:7]([C:10]2[CH:15]=[C:14]([O:25][CH:23]([CH3:24])[CH2:22][O:21][CH3:20])[C:13]([CH:17]3[CH2:19][CH2:18]3)=[CH:12][N:11]=2)[N:6]=1)([CH3:4])([CH3:3])[CH3:2]. Given the reactants [C:1]([C:5]1[O:9][N:8]=[C:7]([C:10]2[CH:15]=[C:14](Cl)[C:13]([CH:17]3[CH2:19][CH2:18]3)=[CH:12][N:11]=2)[N:6]=1)([CH3:4])([CH3:3])[CH3:2].[CH3:20][O:21][CH2:22][CH:23]([OH:25])[CH3:24], predict the reaction product. (2) The product is: [C:1]([O:5][C:6](=[O:7])[NH:8][C@H:9]([C:11](=[O:13])[NH:43][C:40]1[CH:41]=[CH:42][C:37]([F:36])=[CH:38][C:39]=1[NH:44][C:45]1[CH:50]=[N:49][CH:48]=[CH:47][N:46]=1)[CH3:10])([CH3:2])([CH3:3])[CH3:4]. Given the reactants [C:1]([O:5][C:6]([NH:8][C@H:9]([C:11]([OH:13])=O)[CH3:10])=[O:7])([CH3:4])([CH3:3])[CH3:2].Cl.CN(C)CCCN=C=NCC.C1C=NC2N(O)N=NC=2C=1.[F:36][C:37]1[CH:38]=[C:39]([NH:44][C:45]2[CH:50]=[N:49][CH:48]=[CH:47][N:46]=2)[C:40]([NH2:43])=[CH:41][CH:42]=1, predict the reaction product. (3) The product is: [Br:12][C:13]1[N:14]=[C:15]([CH2:2][C:3]2[CH:4]=[C:5]([CH:8]=[CH:9][C:10]=2[F:11])[C:6]#[N:7])[CH:16]=[CH:17][CH:18]=1. Given the reactants Br[CH2:2][C:3]1[CH:4]=[C:5]([CH:8]=[CH:9][C:10]=1[F:11])[C:6]#[N:7].[Br:12][C:13]1[CH:18]=[CH:17][CH:16]=[C:15](Br)[N:14]=1, predict the reaction product. (4) Given the reactants [OH:1][CH:2]1[O:10][C@H:9]([CH2:11][OH:12])[C@@H:7]([OH:8])[C@H:5]([OH:6])[C@H:3]1[OH:4].[OH:13][CH:14]1[O:22][C@H:21]([CH2:23][OH:24])[C@H:19]([OH:20])[C@H:17]([OH:18])[C@H:15]1[OH:16].[OH:25][CH:26]1[O:33][C@H:32]([CH2:34][OH:35])[C@H:30]([OH:31])[C@H:28]([OH:29])[C@H:27]1[NH:36][C:37]([CH3:39])=[O:38], predict the reaction product. The product is: [OH:1][CH:2]1[O:10][C@H:9]([CH2:11][OH:12])[C@H:7]([OH:8])[C@H:5]([OH:6])[C@H:3]1[OH:4].[CH3:39][C:37]([NH:36][C@H:27]1[C@H:26]([O:25][C@@H:5]2[C@@H:3]([OH:4])[C@@H:2]([O:20][C@@H:19]3[C@H:17]([OH:18])[C@@H:15]([OH:16])[C@H:14]([O:13][C@H:7]4[C@H:5]([OH:6])[C@@H:3]([OH:4])[CH:2]([OH:1])[O:10][C@@H:9]4[CH2:11][OH:12])[O:22][C@@H:21]3[CH2:23][OH:24])[O:10][C@H:9]([CH2:11][OH:12])[C@@H:7]2[OH:8])[O:33][C@H:32]([CH2:34][OH:35])[C@H:30]([OH:31])[C@@H:28]1[OH:29])=[O:38]. (5) Given the reactants [C:1](OC)([CH3:4])([CH3:3])[CH3:2].[C:7]1([CH3:41])[CH:12]=[CH:11][C:10]([C:13]2[C:25]([C:26]([CH3:29])([CH3:28])[CH3:27])=[CH:24][C:23]3[C:22]4[C:17](=[CH:18][C:19]([C:34]5[CH:39]=[CH:38][C:37]([CH3:40])=[CH:36][CH:35]=5)=[C:20]([C:30]([CH3:33])([CH3:32])[CH3:31])[CH:21]=4)[CH2:16][C:15]=3[CH:14]=2)=[CH:9][CH:8]=1.[CH2:42]([Li])[CH2:43][CH2:44][CH3:45].Cl, predict the reaction product. The product is: [CH2:2]([C:45](=[C:24]1[C:23]2[C:15]([CH:16]=[C:17]3[C:22]=2[CH:21]=[C:20]([C:30]([CH3:31])([CH3:32])[CH3:33])[C:19]([C:34]2[CH:39]=[CH:38][C:37]([CH3:40])=[CH:36][CH:35]=2)=[CH:18]3)=[C:14]([CH:17]2[CH:22]=[CH:23][CH:15]=[CH:16]2)[C:13]([C:10]2[CH:11]=[CH:12][C:7]([CH3:41])=[CH:8][CH:9]=2)=[C:25]1[C:26]([CH3:29])([CH3:27])[CH3:28])[CH2:44][C:43]1[CH:42]=[CH:12][CH:7]=[CH:8][CH:9]=1)[C:1]1[CH:4]=[CH:11][CH:10]=[CH:13][CH:3]=1. (6) Given the reactants [N:1]1[CH:6]=[CH:5][C:4]([N:7]2[CH2:11][CH2:10][C:9]3([CH2:16][CH2:15][NH:14][CH2:13][CH2:12]3)[CH2:8]2)=[CH:3][CH:2]=1.CCN(C(C)C)C(C)C.[CH2:26]([O:28][C:29](=[O:52])[CH2:30][C:31]([N:33]1[CH2:39][CH2:38][CH2:37][N:36]([C:40](OC2C=CC([N+]([O-])=O)=CC=2)=[O:41])[CH2:35][CH2:34]1)=[O:32])[CH3:27], predict the reaction product. The product is: [O:32]=[C:31]([N:33]1[CH2:39][CH2:38][CH2:37][N:36]([C:40]([N:14]2[CH2:15][CH2:16][C:9]3([CH2:8][N:7]([C:4]4[CH:3]=[CH:2][N:1]=[CH:6][CH:5]=4)[CH2:11][CH2:10]3)[CH2:12][CH2:13]2)=[O:41])[CH2:35][CH2:34]1)[CH2:30][C:29]([O:28][CH2:26][CH3:27])=[O:52].